Dataset: Retrosynthesis with 50K atom-mapped reactions and 10 reaction types from USPTO. Task: Predict the reactants needed to synthesize the given product. (1) Given the product CCOC(=O)[C@@H]1C[C@H]1c1ccc(-c2ccc(-c3onc(C)c3CSCCc3ccccc3)cc2)cc1, predict the reactants needed to synthesize it. The reactants are: CCOC(=O)[C@@H]1C[C@H]1c1ccc(B2OC(C)(C)C(C)(C)O2)cc1.Cc1noc(-c2ccc(Br)cc2)c1CSCCc1ccccc1. (2) Given the product O=CC(O)=NNc1ccc(Cl)cc1Cl, predict the reactants needed to synthesize it. The reactants are: NNc1ccc(Cl)cc1Cl.O=CC(=O)O. (3) Given the product CO[C@@H](C)C(=O)N[C@H]1CC[C@H](CCN2CCC(c3cccc4c3OCO4)CC2)CC1, predict the reactants needed to synthesize it. The reactants are: CO[C@@H](C)C(=O)O.N[C@H]1CC[C@H](CCN2CCC(c3cccc4c3OCO4)CC2)CC1. (4) Given the product C=Cc1ccc(COc2ccc(P(c3ccccc3)c3ccccc3)c(CN(Cc3ccccc3P(c3ccccc3)c3ccccc3)[C@@H]3CCCC[C@H]3N)c2)cc1, predict the reactants needed to synthesize it. The reactants are: C=Cc1ccc(COc2ccc(P(c3ccccc3)c3ccccc3)c(C=O)c2)cc1.N[C@@H]1CCCC[C@H]1NCc1ccccc1P(c1ccccc1)c1ccccc1. (5) Given the product CC(C)c1ccccc1-c1ccc2c(c1)CC[C@@H]2O, predict the reactants needed to synthesize it. The reactants are: CC(C)c1ccccc1B(O)O.O[C@H]1CCc2cc(Br)ccc21.